Dataset: Forward reaction prediction with 1.9M reactions from USPTO patents (1976-2016). Task: Predict the product of the given reaction. (1) Given the reactants [NH2:1][C:2]1[N:6]([CH:7]2[CH2:12][CH2:11][CH2:10][CH2:9][CH2:8]2)[C:5]2[CH:13]=[CH:14][C:15]([CH2:17][OH:18])=[CH:16][C:4]=2[N:3]=1.N1C=CN=C1.[Si:24](Cl)([C:27]([CH3:30])([CH3:29])[CH3:28])([CH3:26])[CH3:25], predict the reaction product. The product is: [Si:24]([O:18][CH2:17][C:15]1[CH:14]=[CH:13][C:5]2[N:6]([CH:7]3[CH2:8][CH2:9][CH2:10][CH2:11][CH2:12]3)[C:2]([NH2:1])=[N:3][C:4]=2[CH:16]=1)([C:27]([CH3:30])([CH3:29])[CH3:28])([CH3:26])[CH3:25]. (2) Given the reactants [Cl:1][C:2]1[CH:7]=[CH:6][C:5]([C:8]2[O:9][C:10]3[C:15]([C:16](=[O:18])[CH:17]=2)=[C:14]([OH:19])[CH:13]=[C:12]([O:20]COC)[C:11]=3[CH2:24][CH:25]=[C:26]([CH3:28])[CH3:27])=[CH:4][CH:3]=1, predict the reaction product. The product is: [Cl:1][C:2]1[CH:3]=[CH:4][C:5]([C:8]2[O:9][C:10]3[C:15]([C:16](=[O:18])[CH:17]=2)=[C:14]([OH:19])[CH:13]=[C:12]([OH:20])[C:11]=3[CH2:24][CH:25]=[C:26]([CH3:28])[CH3:27])=[CH:6][CH:7]=1. (3) Given the reactants [NH3:1].O[C:3]1([C:13]#[N:14])[CH2:8][C:7]([CH3:10])([CH3:9])[NH:6][C:5]([CH3:12])([CH3:11])[CH2:4]1, predict the reaction product. The product is: [NH2:1][C:3]1([C:13]#[N:14])[CH2:8][C:7]([CH3:10])([CH3:9])[NH:6][C:5]([CH3:12])([CH3:11])[CH2:4]1. (4) Given the reactants [N:1]([O-:3])=[O:2].[K+].[CH:5]1[C:14]2[C:9](=[CH:10][CH:11]=[CH:12][CH:13]=2)[CH2:8][CH2:7][N:6]=1.N, predict the reaction product. The product is: [N+:1]([C:12]1[CH:13]=[C:14]2[C:9]([CH:8]=[CH:7][N:6]=[CH:5]2)=[CH:10][CH:11]=1)([O-:3])=[O:2]. (5) Given the reactants [Cl:1][C:2]1[CH:19]=[CH:18][C:5]([CH2:6][C:7]2[NH:17][C:10]3[N:11]=[C:12]([C:15]#[N:16])[N:13]=[CH:14][C:9]=3[CH:8]=2)=[CH:4][CH:3]=1.[CH:20]1([CH2:25][CH2:26]O)[CH2:24][CH2:23][CH2:22][CH2:21]1.C1C=CC(P(C2C=CC=CC=2)C2C=CC=CC=2)=CC=1.CCOC(/N=N/C(OCC)=O)=O, predict the reaction product. The product is: [Cl:1][C:2]1[CH:3]=[CH:4][C:5]([CH2:6][C:7]2[N:17]([CH2:26][CH2:25][CH:20]3[CH2:24][CH2:23][CH2:22][CH2:21]3)[C:10]3[N:11]=[C:12]([C:15]#[N:16])[N:13]=[CH:14][C:9]=3[CH:8]=2)=[CH:18][CH:19]=1. (6) Given the reactants C([O:3][C:4](=[O:21])[CH:5]([CH:7]1[CH2:12][CH2:11][CH:10]([CH2:13][C:14]([O:16][C:17]([CH3:20])([CH3:19])[CH3:18])=[O:15])[CH2:9][CH2:8]1)[CH3:6])C.[OH-].[Na+], predict the reaction product. The product is: [C:17]([O:16][C:14]([CH2:13][CH:10]1[CH2:9][CH2:8][CH:7]([CH:5]([CH3:6])[C:4]([OH:21])=[O:3])[CH2:12][CH2:11]1)=[O:15])([CH3:20])([CH3:18])[CH3:19].